Dataset: Full USPTO retrosynthesis dataset with 1.9M reactions from patents (1976-2016). Task: Predict the reactants needed to synthesize the given product. (1) Given the product [C:16]([O:20][C:21]([N:23]1[CH2:28][CH2:27][N:26]([CH2:12][C:8]2[CH:7]=[C:6]([NH2:14])[C:5]([C:4]([O:3][CH2:1][CH3:2])=[O:15])=[CH:10][C:9]=2[Br:11])[CH2:25][CH2:24]1)=[O:22])([CH3:19])([CH3:17])[CH3:18], predict the reactants needed to synthesize it. The reactants are: [CH2:1]([O:3][C:4](=[O:15])[C:5]1[CH:10]=[C:9]([Br:11])[C:8]([CH2:12]Br)=[CH:7][C:6]=1[NH2:14])[CH3:2].[C:16]([O:20][C:21]([N:23]1[CH2:28][CH2:27][N:26](CC2C=C(N(C(OC(C)(C)C)=O)C(OC(C)(C)C)=O)C(C(OCC)=O)=CC=2Cl)[CH2:25][CH2:24]1)=[O:22])([CH3:19])([CH3:18])[CH3:17].C(N(CC)CC)C. (2) Given the product [NH2:1][C:2]1[N:7]=[C:6]([C:8]#[N:9])[C:5]([C:10]2[CH:15]=[CH:14][C:13]([C:27]3[CH:32]=[CH:31][CH:30]=[CH:29][C:28]=3[S:33]([N:36]3[CH2:37][CH2:38][S:39](=[O:42])(=[O:43])[CH2:40][CH2:41]3)(=[O:34])=[O:35])=[CH:12][C:11]=2[F:25])=[N:4][CH:3]=1, predict the reactants needed to synthesize it. The reactants are: [NH2:1][C:2]1[N:7]=[C:6]([C:8]#[N:9])[C:5]([C:10]2[CH:15]=[CH:14][C:13](B3OC(C)(C)C(C)(C)O3)=[CH:12][C:11]=2[F:25])=[N:4][CH:3]=1.Br[C:27]1[CH:32]=[CH:31][CH:30]=[CH:29][C:28]=1[S:33]([N:36]1[CH2:41][CH2:40][S:39](=[O:43])(=[O:42])[CH2:38][CH2:37]1)(=[O:35])=[O:34]. (3) Given the product [Cl:14][C:8]1[CH:9]=[CH:10][CH:11]=[C:12]([Cl:13])[C:7]=1[C:6]([NH:5][C@H:4]([C:3]([OH:33])=[O:2])[CH2:16][C:17]1[CH:22]=[CH:21][C:20]([C:23]2[CH:28]=[CH:27][CH:26]=[CH:25][C:24]=2[S:29]([CH3:32])(=[O:31])=[O:30])=[CH:19][CH:18]=1)=[O:15], predict the reactants needed to synthesize it. The reactants are: C[O:2][C:3](=[O:33])[C@H:4]([CH2:16][C:17]1[CH:22]=[CH:21][C:20]([C:23]2[CH:28]=[CH:27][CH:26]=[CH:25][C:24]=2[S:29]([CH3:32])(=[O:31])=[O:30])=[CH:19][CH:18]=1)[NH:5][C:6](=[O:15])[C:7]1[C:12]([Cl:13])=[CH:11][CH:10]=[CH:9][C:8]=1[Cl:14].[Li+].[OH-]. (4) The reactants are: Cl.Cl[CH2:3][CH2:4][N:5]1[CH2:10][CH2:9][O:8][CH2:7][CH2:6]1.[NH2:11][C:12]1[CH:17]=[CH:16][C:15]([OH:18])=[CH:14][CH:13]=1.[OH-].[Na+]. Given the product [N:5]1([CH2:4][CH2:3][O:18][C:15]2[CH:16]=[CH:17][C:12]([NH2:11])=[CH:13][CH:14]=2)[CH2:10][CH2:9][O:8][CH2:7][CH2:6]1, predict the reactants needed to synthesize it. (5) Given the product [Cl:1][C:2]1[CH:10]=[CH:9][C:8]2[N:7](/[CH:34]=[C:35](/[C:37]3[CH:38]=[N:39][CH:40]=[CH:41][CH:42]=3)\[CH3:36])[C:6]3[CH2:11][CH2:12][N:13]([CH3:16])[CH2:14][CH2:15][C:5]=3[C:4]=2[CH:3]=1, predict the reactants needed to synthesize it. The reactants are: [Cl:1][C:2]1[CH:10]=[CH:9][C:8]2[NH:7][C:6]3[CH2:11][CH2:12][N:13]([CH3:16])[CH2:14][CH2:15][C:5]=3[C:4]=2[CH:3]=1.N1CCC[C@H]1C(O)=O.[O-]P([O-])([O-])=O.[K+].[K+].[K+].Br[CH:34]=[C:35]([C:37]1[CH:38]=[N:39][CH:40]=[CH:41][CH:42]=1)[CH3:36]. (6) Given the product [CH2:1]([C:3]1[CH:4]=[N:5][C:6]([N:9]2[CH2:10][CH2:11][CH:12]([C@H:15]3[CH2:17][C@H:16]3[CH2:18][O:19][CH2:20][C:21]3[CH:22]=[CH:23][C:24]([CH2:27][CH2:28][OH:29])=[CH:25][CH:26]=3)[CH2:13][CH2:14]2)=[N:7][CH:8]=1)[CH3:2], predict the reactants needed to synthesize it. The reactants are: [CH2:1]([C:3]1[CH:4]=[N:5][C:6]([N:9]2[CH2:14][CH2:13][CH:12]([C@H:15]3[CH2:17][C@H:16]3[CH2:18][O:19][CH2:20][C:21]3[CH:26]=[CH:25][C:24]([CH2:27][CH:28]=[O:29])=[CH:23][CH:22]=3)[CH2:11][CH2:10]2)=[N:7][CH:8]=1)[CH3:2].[BH4-].[Na+]. (7) Given the product [CH:1]1([CH:7]([NH:27][C:28]2[CH:33]=[CH:32][C:31]([C:34]([NH:36][CH2:37][CH2:38][C:39]([OH:41])=[O:40])=[O:35])=[CH:30][CH:29]=2)[C:8]2[O:9][C:10]3[CH:17]=[CH:16][C:15]([O:18][CH2:19][C:20]4[CH:25]=[CH:24][N:23]=[C:22]([F:26])[CH:21]=4)=[CH:14][C:11]=3[C:12]=2[CH3:13])[CH2:6][CH2:5][CH2:4][CH2:3][CH2:2]1, predict the reactants needed to synthesize it. The reactants are: [CH:1]1([CH:7]([NH:27][C:28]2[CH:33]=[CH:32][C:31]([C:34]([N:36](C)[CH2:37][CH2:38][C:39]([O:41]CC)=[O:40])=[O:35])=[CH:30][CH:29]=2)[C:8]2[O:9][C:10]3[CH:17]=[CH:16][C:15]([O:18][CH2:19][C:20]4[CH:25]=[CH:24][N:23]=[C:22]([F:26])[CH:21]=4)=[CH:14][C:11]=3[C:12]=2[CH3:13])[CH2:6][CH2:5][CH2:4][CH2:3][CH2:2]1.[OH-].[Na+].